Predict the reaction yield, written as a fraction of the theoretical maximum amount of product (1.0 means a 100% yield; for example, 0.34 means a 34% yield). From a dataset of Reaction yield outcomes from USPTO patents with 853,638 reactions. The reactants are [CH3:1][C:2]1[S:6][C:5]([C:7]([OH:9])=O)=[CH:4][CH:3]=1.[Br:10][C:11]1[CH:17]=[C:16]([O:18][CH3:19])[CH:15]=[CH:14][C:12]=1[NH2:13]. No catalyst specified. The product is [Br:10][C:11]1[CH:17]=[C:16]([O:18][CH3:19])[CH:15]=[CH:14][C:12]=1[N:13]([C:7]([C:5]1[S:6][C:2]([CH3:1])=[CH:3][CH:4]=1)=[O:9])[C:7]([C:5]1[S:6][C:2]([CH3:1])=[CH:3][CH:4]=1)=[O:9]. The yield is 0.570.